This data is from Drug-target binding data from BindingDB using IC50 measurements. The task is: Regression. Given a target protein amino acid sequence and a drug SMILES string, predict the binding affinity score between them. We predict pIC50 (pIC50 = -log10(IC50 in M); higher means more potent). Dataset: bindingdb_ic50. (1) The drug is CC(Cc1ccc(O)c(O)c1)C(C)Cc1ccc(O)c(O)c1. The target protein sequence is MTGGMFGRKGQKIKGTVVLMPKNVLDFNAITSVGKGSAKDTATDFLGKGLDALGHAVDALTAFAGHSISLQLISATQTDGSGKGKVGNEAYLEKHLPTLPTLGARQEAFDINFEWDASFGIPGAFYIKNFMTDEFFLVSVKLEDIPNHGTINFVCNSWVYNFKSYKKNRIFFVNDTYLPSATPGPLVKYRQEELEVLRGDGTGKRRDFDRIYDYDIYNDLGNPDGGDPRPIIGGSSNYPYPRRVRTGREKTRKDPNSEKPGEIYVPRDENFGHLKSSDFLTYGIKSLSQNVIPLFKSIILNLRVTSSEFDSFDEVRGLFEGGIKLPTNILSQISPLPVLKEIFRTDGENTLQFPPPHVIRVSKSGWMTDDEFAREMIAGVNPNVIRRLQEFPPKSTLDPATYGDQTSTITKQQLEINLGGVTVEEAISAHRLFILDYHDAFFPYLTKINSLPIAKAYATRTILFLKDDGSLKPLAIELSKPATVSKVVLPATEGVESTIW.... The pIC50 is 5.0. (2) The drug is Nc1nc(OC(c2ccc(-c3cccc(F)c3)cc2)C(F)(F)F)cc(-c2ccc(C[C@H](N)C(=O)O)cc2)n1. The target protein (P09810) has sequence MIEDNKENKDHSSERGRVTLIFSLKNEVGGLIKALKIFQENHVNLLHIESRKSKRRNSEFEIFVDCDINREQLNDIFPLLKSHTTVLSVDSPDQLPEKEDVMETVPWFPKKISDLDFCANRVLLYGSELDADHPGFKDNVYRRRRKYFAELAMNYKHGDPIPKIEFTEEEIKTWGTIFRELNKLYPTHACREYLRNLPLLSKYCGYREDNVPQLEDVSNFLKERTGFSIRPVAGYLSPRDFLSGLAFRVFHCTQYVRHSSDPLYTPEPDTCHELLGHVPLLAEPSFAQFSQEIGLASLGASEETVQKLATCYFFTVEFGLCKQDGQLRVFGAGLLSSISELRHALSGHAKVKPFDPKVACKQECLITSFQDVYFVSESFEDAKEKMREFAKTVKRPFGVKYNPYTQSIQVLRDSKSITSAMNELRHDLDVVNDALARVSRWPSV. The pIC50 is 6.4. (3) The drug is O=C(CCCCc1ccc(-c2ccccc2)cc1)OCC1CO1. The target protein (Q8R431) has sequence MPEASSPRRTPQNVPYQDLPHLVNADGQYLFCRYWKPSGTPKALIFVSHGAGEHCGRYDELAQMLKRLDMLVFAHDHVGHGQSEGERMVVSDFQVFVRDLLQHVNTVQKDYPEVPVFLLGHSMGGAISILAAAERPTHFSGMILISPLILANPESASTLKVLAAKLLNFVLPNISLGRIDSSVLSRNKSEVDLYNSDPLICHAGVKVCFGIQLLNAVSRVERAMPRLTLPFLLLQGSADRLCDSKGAYLLMESSPSQDKTLKMYEGAYHVLHKELPEVTNSVLHEINTWVSHRIAVAGARCLP. The pIC50 is 5.3. (4) The compound is CN1C(=O)C2(N=C1N)c1cc(C#N)ccc1CC21CCc2ccccc2CC1. The target protein sequence is MAQALPWLLLWMGAGVLPAHGTQHGIRLPLRSGLGGAPLGLRLPRETDEEPEEPGRRGSFVEMVDNLRGKSGQGYYVEMTVGSPPQTLNILVDTGSSNFAVGAAPHPFLHRYYQRQLSSTYRDLRKGVYVPYTQGKWEGELGTDLVSIPHGPNVTVRANIAAITESDKFFINGSNWEGILGLAYAEIARPDDSLEPFFDSLVKQTHVPNLFSLQLCGAGFPLNQSEVLASVGGSMIIGGIDHSLYTGSLWYTPIRREWYYEVIIVRVEINGQDLKMDCKEYNYDKSIVDSGTTNLRLPKKVFEAAVKSIKAASSTEKFPDGFWLGEQLVCWQAGTTPWNIFPVISLYLMGEVTNQSFRITILPQQYLRPVEDVATSQDDCYKFAISQSSTGTVMGAVIMEGFYVVFDRARKRIGFAVSACHVHDEFRTAAVEGPFVTLDMEDCGYNIPQTDESTLMTI. The pIC50 is 7.4.